This data is from Full USPTO retrosynthesis dataset with 1.9M reactions from patents (1976-2016). The task is: Predict the reactants needed to synthesize the given product. (1) Given the product [Br:10][C:8]1[CH:7]=[CH:6][C:5]([O:11][CH2:20][CH2:19][Br:18])=[C:4]([C:2](=[O:3])[CH3:1])[CH:9]=1, predict the reactants needed to synthesize it. The reactants are: [CH3:1][C:2]([C:4]1[CH:9]=[C:8]([Br:10])[CH:7]=[CH:6][C:5]=1[OH:11])=[O:3].C([O-])([O-])=O.[K+].[K+].[Br:18][CH2:19][CH2:20]Br. (2) Given the product [Br:1][C:2]1[CH:7]=[C:6]([CH:5]=[C:4]([CH2:11][O:12][CH3:13])[CH:3]=1)[NH2:8], predict the reactants needed to synthesize it. The reactants are: [Br:1][C:2]1[CH:7]=[C:6]([N+:8]([O-])=O)[CH:5]=[C:4]([CH2:11][O:12][CH3:13])[CH:3]=1.CCO.O.[Cl-].[NH4+]. (3) The reactants are: [Cl:1][C:2]1[CH:3]=[C:4]([N+:9]([O-:11])=[O:10])[CH:5]=[CH:6][C:7]=1F.[NH:12]1[CH2:17][CH2:16][O:15][CH2:14][CH2:13]1. Given the product [Cl:1][C:2]1[CH:3]=[C:4]([N+:9]([O-:11])=[O:10])[CH:5]=[CH:6][C:7]=1[N:12]1[CH2:17][CH2:16][O:15][CH2:14][CH2:13]1, predict the reactants needed to synthesize it. (4) Given the product [Cl:1][CH2:2][CH:3]([C:5]1[CH:10]=[CH:9][CH:8]=[C:7]([Cl:11])[CH:6]=1)[OH:4], predict the reactants needed to synthesize it. The reactants are: [Cl:1][CH2:2][C:3]([C:5]1[CH:10]=[CH:9][CH:8]=[C:7]([Cl:11])[CH:6]=1)=[O:4].C(N(CC)CC)C.C(O)=O.Cl. (5) Given the product [Cl:14][C:5]1[C:6]([O:8][C@@H:9]([CH3:13])[CH2:10][O:11][CH3:12])=[N:7][C:2]([NH2:22])=[N:3][CH:4]=1, predict the reactants needed to synthesize it. The reactants are: Cl[C:2]1[N:7]=[C:6]([O:8][C@@H:9]([CH3:13])[CH2:10][O:11][CH3:12])[C:5]([Cl:14])=[CH:4][N:3]=1.COC1C=CC(C[NH2:22])=CC=1.FC(F)(F)C(O)=O. (6) Given the product [CH:13]1([C:2]2[CH:11]=[CH:10][CH:9]=[C:8]3[C:3]=2[CH2:4][CH2:5][C:6](=[O:12])[NH:7]3)[CH2:15][CH2:14]1, predict the reactants needed to synthesize it. The reactants are: Cl[C:2]1[CH:11]=[CH:10][CH:9]=[C:8]2[C:3]=1[CH2:4][CH2:5][C:6](=[O:12])[NH:7]2.[CH:13]1(B(O)O)[CH2:15][CH2:14]1.P([O-])([O-])([O-])=O.[K+].[K+].[K+].COC1C=CC=C(OC)C=1C1C=CC=CC=1P(C1CCCCC1)C1CCCCC1. (7) Given the product [Cl:1][C:2]1[NH:3][C:4]([NH:19][CH2:12][C:13]2[CH:18]=[CH:17][CH:16]=[CH:15][CH:14]=2)=[C:5]2[C:9]([N:10]=1)=[N:8][CH:7]=[N:6]2, predict the reactants needed to synthesize it. The reactants are: [Cl:1][C:2]1[N:10]=[C:9]2[C:5]([NH:6][CH:7]=[N:8]2)=[C:4](Cl)[N:3]=1.[CH2:12]([NH2:19])[C:13]1[CH:18]=[CH:17][CH:16]=[CH:15][CH:14]=1.